From a dataset of Forward reaction prediction with 1.9M reactions from USPTO patents (1976-2016). Predict the product of the given reaction. (1) Given the reactants [CH2:1]([Sn:5]([CH2:13][CH2:14][CH2:15][CH3:16])([CH2:9][CH2:10][CH2:11][CH3:12])[C:6]#[C:7][CH3:8])[CH2:2][CH2:3][CH3:4].[CH2:17]([N:24]=[N+:25]=[N-:26])[C:18]1[CH:23]=[CH:22][CH:21]=[CH:20][CH:19]=1, predict the reaction product. The product is: [CH2:17]([N:24]1[C:7]([CH3:8])=[C:6]([Sn:5]([CH2:1][CH2:2][CH2:3][CH3:4])([CH2:13][CH2:14][CH2:15][CH3:16])[CH2:9][CH2:10][CH2:11][CH3:12])[N:26]=[N:25]1)[C:18]1[CH:23]=[CH:22][CH:21]=[CH:20][CH:19]=1. (2) The product is: [NH2:13][C@H:14]([C:22]([OH:24])=[O:23])[CH2:15][CH:1]1[CH2:2][CH2:3][CH2:4][CH2:5][CH2:6]1. Given the reactants [CH:1]1(N[C@H](C(O)=O)C)[CH2:6][CH2:5][CH2:4][CH2:3][CH2:2]1.[NH2:13][C@H:14]([C:22]([OH:24])=[O:23])[CH2:15]CCNC(N)=O.C(NCC)C, predict the reaction product. (3) The product is: [CH2:21]1[CH:13]2[CH:14]1[CH2:15][O:16][C:17]1[CH:18]=[CH:19][CH:20]=[C:11]([O:10][C:7]3[N:8]=[CH:9][C:4]([NH2:1])=[CH:5][CH:6]=3)[C:12]=12. Given the reactants [N+:1]([C:4]1[CH:5]=[CH:6][C:7]([O:10][C:11]2[C:12]3[CH:13]4[CH2:21][CH:14]4[CH2:15][O:16][C:17]=3[CH:18]=[CH:19][CH:20]=2)=[N:8][CH:9]=1)([O-])=O.[Cl-].[NH4+].O, predict the reaction product. (4) The product is: [C:31]([C:26]1[CH:25]=[CH:24][C:23]2[N:22]([C:35]3[CH:36]=[C:37]([NH:38][C:11]4[CH:12]=[CH:13][C:8]([C:5]5[CH:6]=[CH:7][CH:2]=[CH:3][CH:4]=5)=[CH:9][CH:10]=4)[CH:39]=[CH:40][CH:41]=3)[C:21]3[C:29]([C:28]=2[CH:27]=1)=[CH:30][C:18]([C:14]([CH3:15])([CH3:16])[CH3:17])=[CH:19][CH:20]=3)([CH3:34])([CH3:33])[CH3:32]. Given the reactants Br[C:2]1[CH:7]=[CH:6][C:5]([C:8]2[CH:13]=[CH:12][CH:11]=[CH:10][CH:9]=2)=[CH:4][CH:3]=1.[C:14]([C:18]1[CH:19]=[CH:20][C:21]2[N:22]([C:35]3[CH:36]=[C:37]([CH:39]=[CH:40][CH:41]=3)[NH2:38])[C:23]3[C:28]([C:29]=2[CH:30]=1)=[CH:27][C:26]([C:31]([CH3:34])([CH3:33])[CH3:32])=[CH:25][CH:24]=3)([CH3:17])([CH3:16])[CH3:15].C(P(C(C)(C)C)C(C)(C)C)(C)(C)C.CC(C)([O-])C.[Na+], predict the reaction product. (5) Given the reactants C(=O)([O-])[O-].[Na+].[Na+].FC(F)(F)S(O[C:13]1[CH2:18][CH2:17][N:16]([C:19]([O:21][CH2:22][C:23]2[CH:28]=[CH:27][CH:26]=[CH:25][CH:24]=2)=[O:20])[CH2:15][CH:14]=1)(=O)=O.[OH:31][C:32]1[CH:37]=[CH:36][C:35](B(O)O)=[CH:34][CH:33]=1, predict the reaction product. The product is: [OH:31][C:32]1[CH:37]=[CH:36][C:35]([C:13]2[CH2:18][CH2:17][N:16]([C:19]([O:21][CH2:22][C:23]3[CH:28]=[CH:27][CH:26]=[CH:25][CH:24]=3)=[O:20])[CH2:15][CH:14]=2)=[CH:34][CH:33]=1. (6) Given the reactants C1(C([N:6]2[C:10]([C:11]([NH2:13])=[O:12])=[C:9]([NH:14][C:15]([CH:17]3[CH2:19][CH2:18]3)=O)[CH:8]=[N:7]2)=O)CC1.C(O[K])(C)(C)C, predict the reaction product. The product is: [CH:17]1([C:15]2[NH:13][C:11](=[O:12])[C:10]3[NH:6][N:7]=[CH:8][C:9]=3[N:14]=2)[CH2:19][CH2:18]1. (7) Given the reactants [CH2:1]([O:8][C:9]1[CH:24]=[CH:23][C:22]([C:25]#[N:26])=[CH:21][C:10]=1[C:11]([O:13][CH2:14][C:15]1[CH:20]=[CH:19][CH:18]=[CH:17][CH:16]=1)=[O:12])[C:2]1[CH:7]=[CH:6][CH:5]=[CH:4][CH:3]=1.[N-:27]=[N+:28]=[N-:29].[Na+].[Cl-].[NH4+], predict the reaction product. The product is: [CH2:1]([O:8][C:9]1[CH:24]=[CH:23][C:22]([C:25]2[NH:29][N:28]=[N:27][N:26]=2)=[CH:21][C:10]=1[C:11]([O:13][CH2:14][C:15]1[CH:16]=[CH:17][CH:18]=[CH:19][CH:20]=1)=[O:12])[C:2]1[CH:3]=[CH:4][CH:5]=[CH:6][CH:7]=1. (8) Given the reactants [CH2:1]([O:3][C:4]([C:6]1[C:14](=[N+]=[N-])[C:13]2[C:8](=[CH:9][CH:10]=[CH:11][CH:12]=2)[N:7]=1)=[O:5])[CH3:2].[CH3:17][O:18][C:19]1[CH:24]=[CH:23][C:22]([OH:25])=[CH:21][CH:20]=1, predict the reaction product. The product is: [CH2:1]([O:3][C:4]([C:6]1[N:7]([O:25][C:22]2[CH:23]=[CH:24][C:19]([O:18][CH3:17])=[CH:20][CH:21]=2)[C:8]2[C:13]([CH:14]=1)=[CH:12][CH:11]=[CH:10][CH:9]=2)=[O:5])[CH3:2]. (9) Given the reactants [Cl:1][C:2]1[CH:7]=[C:6]([N+:8]([O-])=O)[C:5]([NH:11][C@@H:12]2[CH2:16][CH2:15][S:14](=[O:18])(=[O:17])[CH2:13]2)=[C:4]([F:19])[CH:3]=1.[CH3:20][S:21]([C:24]1[C:32]2[C:27](=[CH:28][N:29]=[CH:30][CH:31]=2)[NH:26][N:25]=1)(=[O:23])=[O:22].CS([C:37]1[C:45]2C(=CC=CC=2)NN=1)(=O)=O, predict the reaction product. The product is: [Cl:1][C:2]1[CH:3]=[C:4]([F:19])[C:5]2[N:11]([C@@H:12]3[CH2:16][CH2:15][S:14](=[O:18])(=[O:17])[CH2:13]3)[C:37]([CH2:45][N:26]3[C:27]4=[CH:28][N:29]=[CH:30][CH:31]=[C:32]4[C:24]([S:21]([CH3:20])(=[O:23])=[O:22])=[N:25]3)=[N:8][C:6]=2[CH:7]=1.